Task: Predict which catalyst facilitates the given reaction.. Dataset: Catalyst prediction with 721,799 reactions and 888 catalyst types from USPTO (1) Reactant: [Br:1][C:2]1[C:10]2[N:9]=[C:8]([CH:11]3[CH2:13][CH2:12]3)[N:7]([CH2:14][C:15]3[CH:20]=[CH:19][CH:18]=[C:17]([C:21]([F:24])([F:23])[F:22])[C:16]=3[CH3:25])[C:6]=2[CH:5]=[C:4]([NH2:26])[CH:3]=1.[OH-].[Na+].Br[CH2:30][CH2:31][O:32][CH2:33][CH2:34]Br. Product: [Br:1][C:2]1[C:10]2[N:9]=[C:8]([CH:11]3[CH2:12][CH2:13]3)[N:7]([CH2:14][C:15]3[CH:20]=[CH:19][CH:18]=[C:17]([C:21]([F:22])([F:24])[F:23])[C:16]=3[CH3:25])[C:6]=2[CH:5]=[C:4]([N:26]2[CH2:34][CH2:33][O:32][CH2:31][CH2:30]2)[CH:3]=1. The catalyst class is: 682. (2) Product: [CH3:16][N:8]1[C:7]2[CH:9]=[CH:10][CH:11]=[C:12]([N+:13]([O-:15])=[O:14])[C:6]=2[N:5]=[C:4]1[CH3:3]. Reactant: [H-].[Na+].[CH3:3][C:4]1[NH:8][C:7]2[CH:9]=[CH:10][CH:11]=[C:12]([N+:13]([O-:15])=[O:14])[C:6]=2[N:5]=1.[CH3:16]I. The catalyst class is: 3. (3) Reactant: [NH:1]1[C:5]2[CH:6]=[CH:7][CH:8]=[CH:9][C:4]=2[N:3]=[C:2]1[C:10]([OH:12])=O.CCN=C=N[CH2:18][CH2:19][CH2:20][N:21](C)C.C1C=CC2N([OH:33])N=NC=2C=1.N[C:35]12[C:53]3[C:48](=[CH:49][CH:50]=[CH:51][CH:52]=3)[C:47](=[O:54])C1(O)C1[C:42]([O:43]2)=[CH:41][C:40]([CH:44]([CH3:46])[CH3:45])=[CH:39]C=1. Product: [OH:33][C:35]12[C:53]3[C:48](=[CH:49][CH:50]=[CH:51][CH:52]=3)[C:47](=[O:54])[C:20]1([NH:21][C:10]([C:2]1[NH:1][C:5]3[CH:6]=[CH:7][CH:8]=[CH:9][C:4]=3[N:3]=1)=[O:12])[C:19]1[CH:18]=[CH:39][C:40]([CH:44]([CH3:46])[CH3:45])=[CH:41][C:42]=1[O:43]2. The catalyst class is: 59.